Predict the product of the given reaction. From a dataset of Forward reaction prediction with 1.9M reactions from USPTO patents (1976-2016). (1) Given the reactants Br[CH2:2][C:3]([O:5]C)=O.[C:7]([N:10]1[CH2:15][CH2:14][NH:13][CH2:12][CH2:11]1)(=[O:9])[CH3:8].C(=O)([O-])[O-].[K+].[K+].[NH2:22][NH2:23], predict the reaction product. The product is: [C:7]([N:10]1[CH2:15][CH2:14][N:13]([CH2:2][C:3]([NH:22][NH2:23])=[O:5])[CH2:12][CH2:11]1)(=[O:9])[CH3:8]. (2) Given the reactants [CH2:1]([C:3]1[O:4][C:5]2[C:11]([C:12](OC)=[O:13])=[CH:10][C:9]([F:16])=[CH:8][C:6]=2[CH:7]=1)[CH3:2].C(=O)=O.CC(C[AlH]CC(C)C)C.[OH-].[Na+], predict the reaction product. The product is: [CH2:1]([C:3]1[O:4][C:5]2[C:11]([CH2:12][OH:13])=[CH:10][C:9]([F:16])=[CH:8][C:6]=2[CH:7]=1)[CH3:2]. (3) Given the reactants [CH:1]1([C:4]2[C:5]([CH:14]=[CH2:15])=[CH:6][C:7]3[CH2:11][O:10][C:9](=[O:12])[C:8]=3[CH:13]=2)[CH2:3][CH2:2]1.ClC1C=CC=C(C(OO)=[O:24])C=1, predict the reaction product. The product is: [CH:1]1([C:4]2[C:5]([CH:14]3[CH2:15][O:24]3)=[CH:6][C:7]3[CH2:11][O:10][C:9](=[O:12])[C:8]=3[CH:13]=2)[CH2:3][CH2:2]1. (4) The product is: [Br:23][C:21]1[CH:20]=[CH:19][C:18]([O:24][CH2:25][C:26]2[CH:31]=[CH:30][C:29]([F:32])=[CH:28][C:27]=2[F:33])=[C:17]([C:12]2[N:11]([C:7]3[CH:6]=[C:5]([CH:10]=[CH:9][CH:8]=3)[C:4]([OH:34])=[O:3])[C:15]([CH3:16])=[CH:14][CH:13]=2)[CH:22]=1. Given the reactants C([O:3][C:4](=[O:34])[C:5]1[CH:10]=[CH:9][CH:8]=[C:7]([N:11]2[C:15]([CH3:16])=[CH:14][CH:13]=[C:12]2[C:17]2[CH:22]=[C:21]([Br:23])[CH:20]=[CH:19][C:18]=2[O:24][CH2:25][C:26]2[CH:31]=[CH:30][C:29]([F:32])=[CH:28][C:27]=2[F:33])[CH:6]=1)C.[OH-].[Na+], predict the reaction product. (5) Given the reactants P([O-])([O-])([O-])=O.O=[CH:7][C@@H:8]([C@H:10]([C@@H:12]([C@@H:14]([CH2:16]O)O)[OH:13])O)O.O=[C:19]1[CH:24]=[CH:23][CH:22]=[CH:21][CH:20]1O.[CH:26]1C=[N+]([C@@H]2O[C@H](COP(OP(OC[C@H]3O[C@@H](N4C5N=CN=C(N)C=5N=C4)[C@H](OP(O)(O)=O)[C@@H]3O)(O)=O)(O)=O)[C@@H](O)[C@H]2O)C=C(C(N)=O)C=1, predict the reaction product. The product is: [O:13]=[C:12]1[C@@H:10]2[CH2:8][CH2:7][C@H:14]1[CH2:16][C:19]1[CH:24]=[CH:23][CH:22]=[CH:21][C:20]=1[CH2:26]2. (6) Given the reactants [H-].[Na+].[OH:3][C@@H:4]1[CH2:8][CH2:7][N:6]([C:9]([C:11]2[S:19][C:18]3[C:13](=[N:14][CH:15]=[CH:16][C:17]=3[Cl:20])[CH:12]=2)=[O:10])[CH2:5]1.[CH3:21]I.[C-]#N.[K+], predict the reaction product. The product is: [Cl:20][C:17]1[CH:16]=[CH:15][N:14]=[C:13]2[CH:12]=[C:11]([C:9]([N:6]3[CH2:7][CH2:8][C@@H:4]([O:3][CH3:21])[CH2:5]3)=[O:10])[S:19][C:18]=12. (7) Given the reactants Cl[C:2]1[NH:3][C:4]2[CH:10]=[CH:9][CH:8]=[CH:7][C:5]=2[N:6]=1.[Cl:11][C:12]1[CH:17]=[CH:16][C:15]([CH:18]([C:21]2[CH:26]=[CH:25][C:24]([Cl:27])=[CH:23][CH:22]=2)[CH2:19][NH2:20])=[CH:14][CH:13]=1, predict the reaction product. The product is: [N:6]1[C:5]2[CH:7]=[CH:8][CH:9]=[CH:10][C:4]=2[NH:3][C:2]=1[NH:20][CH2:19][CH:18]([C:15]1[CH:16]=[CH:17][C:12]([Cl:11])=[CH:13][CH:14]=1)[C:21]1[CH:22]=[CH:23][C:24]([Cl:27])=[CH:25][CH:26]=1.